Dataset: Forward reaction prediction with 1.9M reactions from USPTO patents (1976-2016). Task: Predict the product of the given reaction. (1) Given the reactants [ClH:1].Cl.[CH2:3]([NH:11][CH2:12][C@H:13]([NH:15][S:16]([C:19]1[CH:20]=[C:21]2[C:26](=[CH:27][CH:28]=1)[CH:25]=[N:24][CH:23]=[CH:22]2)(=[O:18])=[O:17])[CH3:14])[CH2:4][C:5]1[CH:10]=[CH:9][CH:8]=[CH:7][CH:6]=1.C=O.[C:31]([BH3-])#N.[Na+], predict the reaction product. The product is: [ClH:1].[ClH:1].[CH3:31][N:11]([CH2:3][CH2:4][C:5]1[CH:10]=[CH:9][CH:8]=[CH:7][CH:6]=1)[CH2:12][C@H:13]([NH:15][S:16]([C:19]1[CH:20]=[C:21]2[C:26](=[CH:27][CH:28]=1)[CH:25]=[N:24][CH:23]=[CH:22]2)(=[O:18])=[O:17])[CH3:14]. (2) Given the reactants C1(P(C2C=CC=CC=2)C2C=CC=CC=2)C=CC=CC=1.II.C(N(CC)CC)C.[Si:29]([O:36][C:37]1[CH:38]=[C:39]([CH:68]=[CH:69][CH:70]=1)[C:40]([NH:42][NH:43][C:44](=[O:67])[C@H:45]([NH:56][C:57]1[CH:62]=[CH:61][C:60]([C:63]#[N:64])=[C:59](Cl)[C:58]=1C)[C@@H:46]([O:48][Si:49]([C:52]([CH3:55])([CH3:54])[CH3:53])([CH3:51])[CH3:50])[CH3:47])=O)([C:32]([CH3:35])([CH3:34])[CH3:33])([CH3:31])[CH3:30].[CH2:71]([Cl:73])Cl, predict the reaction product. The product is: [Si:49]([O:48][C@@H:46]([CH3:47])[C@@H:45]([NH:56][C:57]1[CH:58]=[CH:59][C:60]([C:63]#[N:64])=[C:71]([Cl:73])[C:62]=1[CH3:61])[C:44]1[O:67][C:40]([C:39]2[CH:68]=[CH:69][CH:70]=[C:37]([O:36][Si:29]([C:32]([CH3:33])([CH3:34])[CH3:35])([CH3:30])[CH3:31])[CH:38]=2)=[N:42][N:43]=1)([C:52]([CH3:55])([CH3:53])[CH3:54])([CH3:50])[CH3:51]. (3) Given the reactants [C-:1]#[N:2].[K+].[CH3:4][O:5][C:6]1[C:7]([CH3:19])=[C:8]2[C:12](=[CH:13][CH:14]=1)[NH:11][CH:10]=[C:9]2[CH2:15]N(C)C, predict the reaction product. The product is: [CH3:4][O:5][C:6]1[C:7]([CH3:19])=[C:8]2[C:12](=[CH:13][CH:14]=1)[NH:11][CH:10]=[C:9]2[CH2:15][C:1]#[N:2].